This data is from Experimentally validated miRNA-target interactions with 360,000+ pairs, plus equal number of negative samples. The task is: Binary Classification. Given a miRNA mature sequence and a target amino acid sequence, predict their likelihood of interaction. (1) The miRNA is hsa-miR-3188 with sequence AGAGGCUUUGUGCGGAUACGGGG. The protein sequence of the target gene is MWKLGRGRVLLDEPPEEEDGLRGGPPPAAAAAAQAQVQGASFRGWKEVTSLFNKDDEQHLLERCKSPKSKGTNLRLKEELKAEKKSGFWDNLVLKQNIQSKKPDEIEGWEPPKLALEDISADPEDTVGGHPSWSGWEDDAKGSTKYTSLASSANSSRWSLRAAGRLVSIRRQSKGHLTDSPEEAE. Result: 0 (no interaction). (2) The miRNA is mmu-miR-376c-3p with sequence AACAUAGAGGAAAUUUCACGU. The protein sequence of the target gene is MASSKKQKKKMHRPHNRKLMIRDLPVGAAYLLHPSLRGILLSRPKRWNSGSPSHRIAVNLVRKYKKQLKPRVLPFFCDHCRLASRTLLHIKEHVCDKEEKRKAARKEESRKFADYDVTNEIKLATNSEKQWRFNAMAVLEQTLRPNKVAPKKVEIEEDPGIDQLLDSEPDQEFYDAQEQEFEDDTPHYPIKDVLVPSSQPPRPKVTLKSSECLGHNDAGVFCFNCKGSFDSYNQFQLHLNEDYNDGKCNRALPEYYYVQRHDRTHMFDKRYKHSVQHHKPIKRDISHIQCTLCKAVNFAS.... Result: 0 (no interaction). (3) Result: 0 (no interaction). The miRNA is hsa-miR-1825 with sequence UCCAGUGCCCUCCUCUCC. The protein sequence of the target gene is MKLNLVQIFFMLLMLLLGLGMGLGLGLHMATAVLEESDQPLNEFWSSDSQDKAEATEEGDGTQTTETLVLSNKEVVQPGWPEDPILGEDEVGGNKMLRASALFQSNKDYLRLDQTDRECNDMMAHKMKEPSQSCIAQYAFIHEDLNTVKAVCNSPVIACELKGGKCHKSSRPFDLTLCELSQPDQVTPNCNYLTSVIKKHIIITCNDMKRQLPTGQ.